From a dataset of NCI-60 drug combinations with 297,098 pairs across 59 cell lines. Regression. Given two drug SMILES strings and cell line genomic features, predict the synergy score measuring deviation from expected non-interaction effect. (1) Drug 1: CC(C)(C1=NC(=CC=C1)N2C3=NC(=NC=C3C(=O)N2CC=C)NC4=CC=C(C=C4)N5CCN(CC5)C)O. Drug 2: CCC1=C2CN3C(=CC4=C(C3=O)COC(=O)C4(CC)O)C2=NC5=C1C=C(C=C5)O. Cell line: NCIH23. Synergy scores: CSS=70.3, Synergy_ZIP=2.39, Synergy_Bliss=2.45, Synergy_Loewe=-2.26, Synergy_HSA=5.39. (2) Drug 1: CS(=O)(=O)CCNCC1=CC=C(O1)C2=CC3=C(C=C2)N=CN=C3NC4=CC(=C(C=C4)OCC5=CC(=CC=C5)F)Cl. Drug 2: CN(CC1=CN=C2C(=N1)C(=NC(=N2)N)N)C3=CC=C(C=C3)C(=O)NC(CCC(=O)O)C(=O)O. Cell line: SK-MEL-28. Synergy scores: CSS=19.3, Synergy_ZIP=10.4, Synergy_Bliss=13.0, Synergy_Loewe=-22.0, Synergy_HSA=-0.587. (3) Drug 1: CC1=C(C=C(C=C1)NC2=NC=CC(=N2)N(C)C3=CC4=NN(C(=C4C=C3)C)C)S(=O)(=O)N.Cl. Drug 2: C#CCC(CC1=CN=C2C(=N1)C(=NC(=N2)N)N)C3=CC=C(C=C3)C(=O)NC(CCC(=O)O)C(=O)O. Cell line: HCT116. Synergy scores: CSS=0.369, Synergy_ZIP=-4.20, Synergy_Bliss=-13.5, Synergy_Loewe=-35.3, Synergy_HSA=-14.8. (4) Drug 1: C1CCC(C1)C(CC#N)N2C=C(C=N2)C3=C4C=CNC4=NC=N3. Drug 2: CC1=C(N=C(N=C1N)C(CC(=O)N)NCC(C(=O)N)N)C(=O)NC(C(C2=CN=CN2)OC3C(C(C(C(O3)CO)O)O)OC4C(C(C(C(O4)CO)O)OC(=O)N)O)C(=O)NC(C)C(C(C)C(=O)NC(C(C)O)C(=O)NCCC5=NC(=CS5)C6=NC(=CS6)C(=O)NCCC[S+](C)C)O. Cell line: NCI-H460. Synergy scores: CSS=8.99, Synergy_ZIP=-10.0, Synergy_Bliss=-14.6, Synergy_Loewe=-43.2, Synergy_HSA=-14.7. (5) Drug 1: C1CC(C1)(C(=O)O)C(=O)O.[NH2-].[NH2-].[Pt+2]. Drug 2: CS(=O)(=O)OCCCCOS(=O)(=O)C. Cell line: SK-MEL-2. Synergy scores: CSS=27.1, Synergy_ZIP=-5.73, Synergy_Bliss=-8.58, Synergy_Loewe=-5.79, Synergy_HSA=1.17. (6) Drug 1: CC1CCC2CC(C(=CC=CC=CC(CC(C(=O)C(C(C(=CC(C(=O)CC(OC(=O)C3CCCCN3C(=O)C(=O)C1(O2)O)C(C)CC4CCC(C(C4)OC)O)C)C)O)OC)C)C)C)OC. Drug 2: CS(=O)(=O)CCNCC1=CC=C(O1)C2=CC3=C(C=C2)N=CN=C3NC4=CC(=C(C=C4)OCC5=CC(=CC=C5)F)Cl. Cell line: SR. Synergy scores: CSS=20.1, Synergy_ZIP=31.8, Synergy_Bliss=23.9, Synergy_Loewe=24.4, Synergy_HSA=18.1.